This data is from Forward reaction prediction with 1.9M reactions from USPTO patents (1976-2016). The task is: Predict the product of the given reaction. (1) Given the reactants [CH:1]1([C:4]2[C:9](=O)[N:8]3[N:11]=[CH:12][CH:13]=[C:7]3[NH:6][C:5]=2[CH3:14])[CH2:3][CH2:2]1.O=P(Cl)(Cl)[Cl:17], predict the reaction product. The product is: [Cl:17][C:9]1[N:8]2[N:11]=[CH:12][CH:13]=[C:7]2[N:6]=[C:5]([CH3:14])[C:4]=1[CH:1]1[CH2:3][CH2:2]1. (2) Given the reactants [NH2:1][C:2]1[S:3][CH:4]=[C:5]([C:7]([O:9]CC)=[O:8])[N:6]=1.[OH-].[Na+].Cl, predict the reaction product. The product is: [NH2:1][C:2]1[S:3][CH:4]=[C:5]([C:7]([OH:9])=[O:8])[N:6]=1. (3) Given the reactants Cl.[CH:2]1([NH:8][OH:9])[CH2:7][CH2:6][CH2:5][CH2:4][CH2:3]1.[N:10]1([S:16]([C:19]2[CH:26]=[CH:25][CH:24]=[CH:23][C:20]=2[CH:21]=O)(=[O:18])=[O:17])[CH2:15][CH2:14][CH2:13][CH2:12][CH2:11]1, predict the reaction product. The product is: [CH:2]1([N+:8]([O-:9])=[CH:21][C:20]2[CH:23]=[CH:24][CH:25]=[CH:26][C:19]=2[S:16]([N:10]2[CH2:15][CH2:14][CH2:13][CH2:12][CH2:11]2)(=[O:17])=[O:18])[CH2:7][CH2:6][CH2:5][CH2:4][CH2:3]1.